This data is from Full USPTO retrosynthesis dataset with 1.9M reactions from patents (1976-2016). The task is: Predict the reactants needed to synthesize the given product. (1) Given the product [CH:22]1([C:20]([C:14]2[CH:15]=[C:16]([CH3:19])[CH:17]=[CH:18][C:13]=2[NH:12][C:10](=[O:11])[NH:9][C:6]2[S:7][CH:8]=[C:4]([CH2:3][CH2:2][NH:1][S:28]([CH3:27])(=[O:30])=[O:29])[N:5]=2)=[O:21])[CH2:23][CH2:24][CH2:25][CH2:26]1, predict the reactants needed to synthesize it. The reactants are: [NH2:1][CH2:2][CH2:3][C:4]1[N:5]=[C:6]([NH:9][C:10]([NH:12][C:13]2[CH:18]=[CH:17][C:16]([CH3:19])=[CH:15][C:14]=2[C:20]([CH:22]2[CH2:26][CH2:25][CH2:24][CH2:23]2)=[O:21])=[O:11])[S:7][CH:8]=1.[CH3:27][S:28](Cl)(=[O:30])=[O:29].N1C=CC=CC=1. (2) Given the product [CH2:1]([O:8][C:9]([N:11]1[CH2:12][CH:13]([C:15]([NH:29][C:30]2[CH:31]=[CH:32][C:33]([O:34][CH:35]3[CH2:40][CH2:39][N:38]([C:41]([O:43][C:44]([CH3:45])([CH3:46])[CH3:47])=[O:42])[CH2:37][CH2:36]3)=[CH:48][CH:49]=2)=[O:17])[CH2:14]1)=[O:10])[C:2]1[CH:3]=[CH:4][CH:5]=[CH:6][CH:7]=1, predict the reactants needed to synthesize it. The reactants are: [CH2:1]([O:8][C:9]([N:11]1[CH2:14][CH:13]([C:15]([OH:17])=O)[CH2:12]1)=[O:10])[C:2]1[CH:7]=[CH:6][CH:5]=[CH:4][CH:3]=1.O.ON1C2C=CC=CC=2N=N1.[NH2:29][C:30]1[CH:49]=[CH:48][C:33]([O:34][CH:35]2[CH2:40][CH2:39][N:38]([C:41]([O:43][C:44]([CH3:47])([CH3:46])[CH3:45])=[O:42])[CH2:37][CH2:36]2)=[CH:32][CH:31]=1.C(N(C(C)C)CC)(C)C.Cl.CN(C)CCCN=C=NCC. (3) Given the product [Cl:40][C:36]1[CH:37]=[C:38]([CH3:39])[C:30]2[N:29]=[C:12]([C:10]3[N:9]([C:15]4[C:20]([Cl:21])=[CH:19][CH:18]=[CH:17][N:16]=4)[N:8]=[C:7]([Cl:6])[CH:11]=3)[O:14][C:32](=[O:33])[C:31]=2[CH:35]=1, predict the reactants needed to synthesize it. The reactants are: CS(Cl)(=O)=O.[Cl:6][C:7]1[CH:11]=[C:10]([C:12]([OH:14])=O)[N:9]([C:15]2[C:20]([Cl:21])=[CH:19][CH:18]=[CH:17][N:16]=2)[N:8]=1.C(N(CC)CC)C.[NH2:29][C:30]1[C:38]([CH3:39])=[CH:37][C:36]([Cl:40])=[CH:35][C:31]=1[C:32](O)=[O:33]. (4) Given the product [F:12][B-:13]([F:16])([F:15])[F:14].[F:1][CH:2]([F:11])[O:3][C:4]1[CH:10]=[CH:9][C:7]([N+:8]#[N:18])=[CH:6][CH:5]=1, predict the reactants needed to synthesize it. The reactants are: [F:1][CH:2]([F:11])[O:3][C:4]1[CH:10]=[CH:9][C:7]([NH2:8])=[CH:6][CH:5]=1.[F:12][B-:13]([F:16])([F:15])[F:14].[H+].[N:18]([O-])=O.[Na+]. (5) Given the product [N+:31]([C:34]1[CH:39]=[CH:38][C:37]([O:40][P:1]([NH:12][C@@H:13]([CH3:23])[C:14]([O:16][CH2:17][CH2:18][C:19]([CH3:22])([CH3:21])[CH3:20])=[O:15])([O:3][C:4]2[CH:9]=[CH:8][CH:7]=[CH:6][CH:5]=2)=[O:2])=[CH:36][CH:35]=1)([O-:33])=[O:32], predict the reactants needed to synthesize it. The reactants are: [P:1](Cl)(Cl)([O:3][C:4]1[CH:9]=[CH:8][CH:7]=[CH:6][CH:5]=1)=[O:2].[NH2:12][C@@H:13]([CH3:23])[C:14]([O:16][CH2:17][CH2:18][C:19]([CH3:22])([CH3:21])[CH3:20])=[O:15].C(N(CC)CC)C.[N+:31]([C:34]1[CH:39]=[CH:38][C:37]([OH:40])=[CH:36][CH:35]=1)([O-:33])=[O:32].